Dataset: Full USPTO retrosynthesis dataset with 1.9M reactions from patents (1976-2016). Task: Predict the reactants needed to synthesize the given product. (1) Given the product [C:16]([O:18][CH2:19][CH2:20][CH2:21][Si:22]([CH3:3])([O:25][CH3:26])[O:23][CH3:24])(=[O:17])[C:14]([CH3:13])=[CH2:15], predict the reactants needed to synthesize it. The reactants are: N(C(C)(C)C#N)=N[C:3](C)(C)C#N.[CH3:13][C:14]([C:16]([O:18][CH2:19][CH2:20][CH2:21][Si:22](OC)([O:25][CH3:26])[O:23][CH3:24])=[O:17])=[CH2:15]. (2) Given the product [CH:5]12[CH2:7][CH:1]([O:6]1)[CH2:2][N:3]([C:8]1[CH:17]=[C:16]3[C:11]([N:12]=[CH:13][CH:14]=[N:15]3)=[C:10]([O:18][CH:19]3[CH2:20][CH2:21][CH:22]([NH2:25])[CH2:23][CH2:24]3)[CH:9]=1)[CH2:4]2, predict the reactants needed to synthesize it. The reactants are: [CH:1]12[CH2:7][CH:5]([O:6]1)[CH2:4][N:3]([C:8]1[CH:17]=[C:16]3[C:11]([N:12]=[CH:13][CH:14]=[N:15]3)=[C:10]([O:18][CH:19]3[CH2:24][CH2:23][CH:22]([N:25]4C(=O)C5C(=CC=CC=5)C4=O)[CH2:21][CH2:20]3)[CH:9]=1)[CH2:2]2.O.NN. (3) The reactants are: [Cl:1][C:2]1[C:3]([CH:23]([S:32]([C:35]2[CH:40]=[CH:39][C:38]([Cl:41])=[CH:37][CH:36]=2)(=[O:34])=[O:33])[C:24]2[CH:29]=[C:28]([F:30])[CH:27]=[CH:26][C:25]=2[F:31])=[CH:4][C:5]([N:8](S(C(F)(F)F)(=O)=O)[S:9]([C:12]([F:15])([F:14])[F:13])(=[O:11])=[O:10])=[N:6][CH:7]=1.O.[OH-].[Li+].[Cl-].[NH4+].FC(F)(F)C(O)=O. Given the product [Cl:1][C:2]1[C:3]([CH:23]([S:32]([C:35]2[CH:40]=[CH:39][C:38]([Cl:41])=[CH:37][CH:36]=2)(=[O:33])=[O:34])[C:24]2[CH:29]=[C:28]([F:30])[CH:27]=[CH:26][C:25]=2[F:31])=[CH:4][C:5]([NH:8][S:9]([C:12]([F:13])([F:14])[F:15])(=[O:11])=[O:10])=[N:6][CH:7]=1, predict the reactants needed to synthesize it. (4) Given the product [OH:29][CH:27]([CH2:28][N:52]1[CH2:53][CH2:54][CH:49]([C:40]2[CH:41]=[CH:42][C:43]3[C:48](=[CH:47][CH:46]=[CH:45][CH:44]=3)[CH:39]=2)[CH2:50][CH2:51]1)[CH2:26][O:7][C:8]1[CH:21]=[CH:20][CH:19]=[CH:18][C:9]=1[CH:10]=[C:11]1[CH2:16][C@H:15]([CH3:17])[O:14][C:12]1=[O:13], predict the reactants needed to synthesize it. The reactants are: C(=O)([O-])[O-].[K+].[K+].[OH:7][C:8]1[CH:21]=[CH:20][CH:19]=[CH:18][C:9]=1[CH:10]=[C:11]1[CH2:16][CH:15]([CH3:17])[O:14][C:12]1=[O:13].S(C1C=CC([N+]([O-])=O)=CC=1)(O[CH2:26][C@H:27]1[O:29][CH2:28]1)(=O)=O.[CH:39]1[C:48]2[C:43](=[CH:44][CH:45]=[CH:46][CH:47]=2)[CH:42]=[CH:41][C:40]=1[CH:49]1[CH2:54][CH2:53][NH:52][CH2:51][CH2:50]1. (5) The reactants are: [NH2:1][C:2]1[CH:10]=[C:9]2[C:5]([C:6]([C:20]3[CH:25]=[CH:24][C:23]([NH2:26])=[CH:22][CH:21]=3)=[CH:7][N:8]2[S:11]([C:14]2[CH:19]=[CH:18][CH:17]=[CH:16][CH:15]=2)(=[O:13])=[O:12])=[CH:4][CH:3]=1.[CH3:27][N:28]([CH3:38])[C:29]1[CH:37]=[CH:36][C:32]([C:33](O)=[O:34])=[CH:31][CH:30]=1. Given the product [CH3:27][N:28]([CH3:38])[C:29]1[CH:37]=[CH:36][C:32]([C:33]([NH:26][C:23]2[CH:22]=[CH:21][C:20]([C:6]3[C:5]4[C:9](=[CH:10][C:2]([NH:1][C:33](=[O:34])[C:32]5[CH:36]=[CH:37][C:29]([N:28]([CH3:38])[CH3:27])=[CH:30][CH:31]=5)=[CH:3][CH:4]=4)[N:8]([S:11]([C:14]4[CH:15]=[CH:16][CH:17]=[CH:18][CH:19]=4)(=[O:13])=[O:12])[CH:7]=3)=[CH:25][CH:24]=2)=[O:34])=[CH:31][CH:30]=1, predict the reactants needed to synthesize it. (6) Given the product [Cl:23][C:20]1[CH:19]=[CH:18][C:17]([CH2:16][CH2:15][CH2:14][N:13]2[C:12]3[C:7]([C:8](=[O:25])[NH:9][C:10](=[O:24])[N:11]=3)=[N:6][C:5]3[CH:26]=[C:27]([CH3:28])[C:2]([NH:1][C:29](=[O:32])[CH2:30][CH3:31])=[CH:3][C:4]2=3)=[CH:22][CH:21]=1, predict the reactants needed to synthesize it. The reactants are: [NH2:1][C:2]1[C:27]([CH3:28])=[CH:26][C:5]2[N:6]=[C:7]3[C:12]([N:13]([CH2:14][CH2:15][CH2:16][C:17]4[CH:22]=[CH:21][C:20]([Cl:23])=[CH:19][CH:18]=4)[C:4]=2[CH:3]=1)=[N:11][C:10](=[O:24])[NH:9][C:8]3=[O:25].[C:29](Cl)(=[O:32])[CH2:30][CH3:31].